The task is: Predict the reactants needed to synthesize the given product.. This data is from Full USPTO retrosynthesis dataset with 1.9M reactions from patents (1976-2016). (1) Given the product [NH2:8][C:9]1[C:18]2[N:19]([CH3:34])[C:20](=[O:33])[N:21]([C:22]3[CH:27]=[CH:26][C:25]([C:28]([CH3:32])([CH3:31])[C:29]#[N:30])=[CH:24][CH:23]=3)[C:17]=2[C:16]2[CH:15]=[C:14]([C:35]3[CH:36]=[N:37][C:38]4[C:43]([CH:44]=3)=[CH:42][CH:41]=[CH:40][CH:39]=4)[CH:13]=[CH:12][C:11]=2[N:10]=1, predict the reactants needed to synthesize it. The reactants are: COC1C=CC(C[NH:8][C:9]2[C:18]3[N:19]([CH3:34])[C:20](=[O:33])[N:21]([C:22]4[CH:27]=[CH:26][C:25]([C:28]([CH3:32])([CH3:31])[C:29]#[N:30])=[CH:24][CH:23]=4)[C:17]=3[C:16]3[CH:15]=[C:14]([C:35]4[CH:36]=[N:37][C:38]5[C:43]([CH:44]=4)=[CH:42][CH:41]=[CH:40][CH:39]=5)[CH:13]=[CH:12][C:11]=3[N:10]=2)=CC=1. (2) Given the product [CH2:9]([NH:12][C:1](=[O:7])[CH2:2][CH2:3][CH2:4][CH2:5][CH3:6])[CH:10]=[CH2:11], predict the reactants needed to synthesize it. The reactants are: [C:1](Cl)(=[O:7])[CH2:2][CH2:3][CH2:4][CH2:5][CH3:6].[CH2:9]([NH2:12])[CH:10]=[CH2:11].